This data is from Forward reaction prediction with 1.9M reactions from USPTO patents (1976-2016). The task is: Predict the product of the given reaction. (1) Given the reactants [O:1]=[C:2]1[C:10]2[C:5](=[CH:6][C:7]([O:11][C:12]3[CH:17]=[CH:16][CH:15]=[CH:14][C:13]=3[CH3:18])=[CH:8][CH:9]=2)[C:4](=[O:19])[N:3]1[CH2:20][C:21]([O:23][CH3:24])=[O:22].[CH2:25](O)[CH2:26][CH2:27]C, predict the reaction product. The product is: [OH:1][C:2]1[C:10]2[C:5](=[CH:6][C:7]([O:11][C:12]3[CH:17]=[CH:16][CH:15]=[CH:14][C:13]=3[CH3:18])=[CH:8][CH:9]=2)[C:4]([OH:19])=[C:20]([C:21]([O:23][CH2:24][CH2:25][CH2:26][CH3:27])=[O:22])[N:3]=1. (2) Given the reactants C(O)=O.[CH2:4]([C:6]1[CH:11]=[C:10]([C:12]2[N:16]=[C:15]([C:17]3[S:18][C:19]([CH2:23][N:24]([CH:26]([CH3:28])[CH3:27])[CH3:25])=[C:20]([CH3:22])[CH:21]=3)[O:14][N:13]=2)[CH:9]=[C:8]([CH3:29])[C:7]=1[CH2:30][CH2:31][C:32](O)=[O:33])[CH3:5].CCN(C(C)C)C(C)C.CN(C(ON1N=NC2C=CC=CC1=2)=[N+](C)C)C.[B-](F)(F)(F)F.Cl.[CH2:67]([O:69][C:70](=[O:73])[CH2:71][NH2:72])[CH3:68], predict the reaction product. The product is: [CH2:67]([O:69][C:70](=[O:73])[CH2:71][NH:72][C:32](=[O:33])[CH2:31][CH2:30][C:7]1[C:8]([CH3:29])=[CH:9][C:10]([C:12]2[N:16]=[C:15]([C:17]3[S:18][C:19]([CH2:23][N:24]([CH:26]([CH3:28])[CH3:27])[CH3:25])=[C:20]([CH3:22])[CH:21]=3)[O:14][N:13]=2)=[CH:11][C:6]=1[CH2:4][CH3:5])[CH3:68].